Dataset: Full USPTO retrosynthesis dataset with 1.9M reactions from patents (1976-2016). Task: Predict the reactants needed to synthesize the given product. (1) Given the product [CH3:1][O:2][C@H:3]1[C@@H:7]2[O:8][C:9]([CH3:11])([CH3:12])[O:10][C@@H:6]2[C@@H:5]([C@H:13]([OH:21])[C@@H:14]([NH:20][C:39]([O:38][CH2:31][C:32]2[CH:37]=[CH:36][CH:35]=[CH:34][CH:33]=2)=[O:40])[C:15]([O:17][CH2:18][CH3:19])=[O:16])[O:4]1, predict the reactants needed to synthesize it. The reactants are: [CH3:1][O:2][C@H:3]1[C@@H:7]2[O:8][C:9]([CH3:12])([CH3:11])[O:10][C@@H:6]2[C@@H:5]([C@H:13]([OH:21])[C@@H:14]([NH2:20])[C:15]([O:17][CH2:18][CH3:19])=[O:16])[O:4]1.CN(C1C=CC=CN=1)C.[CH2:31]([O:38][C:39](ON1C(=O)CCC1=O)=[O:40])[C:32]1[CH:37]=[CH:36][CH:35]=[CH:34][CH:33]=1.C(N(CC)CC)C. (2) The reactants are: C1(P(=O)(C2C=CC=CC=2)C2C=CC=CC=2)C=CC=CC=1.FC(F)(F)S(OS(C(F)(F)F)(=O)=O)(=O)=O.[CH3:36][O:37][C:38]1[CH:39]=[C:40]2[C:44](=[C:45]([NH:47][S:48]([C:51]3[S:52][CH:53]=[CH:54][CH:55]=3)(=[O:50])=[O:49])[CH:46]=1)[NH:43][C:42]([C:56]([NH:58][CH2:59][CH2:60][S:61]C(C1C=CC=CC=1)(C1C=CC=CC=1)C1C=CC=CC=1)=O)=[CH:41]2.C(=O)([O-])O.[Na+]. Given the product [S:61]1[CH2:60][CH2:59][N:58]=[C:56]1[C:42]1[NH:43][C:44]2[C:40]([CH:41]=1)=[CH:39][C:38]([O:37][CH3:36])=[CH:46][C:45]=2[NH:47][S:48]([C:51]1[S:52][CH:53]=[CH:54][CH:55]=1)(=[O:49])=[O:50], predict the reactants needed to synthesize it. (3) Given the product [CH3:1][C:2]1[CH:7]=[C:6]([N+:8]([O-:10])=[O:9])[CH:5]=[CH:4][C:3]=1[N:11]=[C:12]1[NH:16][CH:15]([CH2:17][NH:20][CH3:19])[CH2:14][S:13]1, predict the reactants needed to synthesize it. The reactants are: [CH3:1][C:2]1[CH:7]=[C:6]([N+:8]([O-:10])=[O:9])[CH:5]=[CH:4][C:3]=1[N:11]=[C:12]1[NH:16][CH:15]([CH2:17]Cl)[CH2:14][S:13]1.[CH3:19][NH2:20].